From a dataset of Full USPTO retrosynthesis dataset with 1.9M reactions from patents (1976-2016). Predict the reactants needed to synthesize the given product. Given the product [CH3:41][C:36]([N:33]1[CH2:34][CH2:35][N:30]([CH2:29][C:27]2[S:28][C:8]3[C:7]([N:1]4[CH2:2][CH2:3][O:4][CH2:5][CH2:6]4)=[N:12][C:11]([C:43]4[N:48]5[CH:49]=[CH:50][N:51]=[C:47]5[C:46]([CH3:52])=[CH:45][CH:44]=4)=[N:10][C:9]=3[CH:26]=2)[CH2:31][CH2:32]1)([CH3:40])[C:37]([NH2:39])=[O:38], predict the reactants needed to synthesize it. The reactants are: [N:1]1([C:7]2[C:8]3[S:28][C:27]([CH2:29][N:30]4[CH2:35][CH2:34][N:33]([C:36]([CH3:41])([CH3:40])[C:37]([NH2:39])=[O:38])[CH2:32][CH2:31]4)=[CH:26][C:9]=3[N:10]=[C:11]([Sn](CCCC)(CCCC)CCCC)[N:12]=2)[CH2:6][CH2:5][O:4][CH2:3][CH2:2]1.Br[C:43]1[N:48]2[CH:49]=[CH:50][N:51]=[C:47]2[C:46]([CH3:52])=[CH:45][CH:44]=1.